Dataset: Forward reaction prediction with 1.9M reactions from USPTO patents (1976-2016). Task: Predict the product of the given reaction. (1) Given the reactants COC1C=CC(C[N:8](CC2C=CC(OC)=CC=2)[C:9]2[N:14]=[C:13]([CH3:15])[N:12]=[C:11]([C:16]3[CH:17]=[C:18]([C:32]([N:34]4[CH2:39][CH2:38][CH:37]([OH:40])[CH2:36][CH2:35]4)=[O:33])[CH:19]=[N:20][C:21]=3[NH:22][C:23]3[CH:24]=[N:25][C:26]([O:30][CH3:31])=[C:27]([F:29])[CH:28]=3)[N:10]=2)=CC=1, predict the reaction product. The product is: [NH2:8][C:9]1[N:14]=[C:13]([CH3:15])[N:12]=[C:11]([C:16]2[CH:17]=[C:18]([C:32]([N:34]3[CH2:35][CH2:36][CH:37]([OH:40])[CH2:38][CH2:39]3)=[O:33])[CH:19]=[N:20][C:21]=2[NH:22][C:23]2[CH:24]=[N:25][C:26]([O:30][CH3:31])=[C:27]([F:29])[CH:28]=2)[N:10]=1. (2) Given the reactants [F:1][C:2]1[CH:7]=[CH:6][CH:5]=[CH:4][C:3]=1[C:8]1[N:9]=[C:10]([C:23](OCC)=[O:24])[S:11][C:12]=1[C:13]1[CH:18]=[CH:17][C:16](=[O:19])[N:15]([CH:20]([CH3:22])[CH3:21])[N:14]=1.[CH:28]([NH2:31])([CH3:30])[CH3:29], predict the reaction product. The product is: [F:1][C:2]1[CH:7]=[CH:6][CH:5]=[CH:4][C:3]=1[C:8]1[N:9]=[C:10]([C:23]([NH:31][CH:28]([CH3:30])[CH3:29])=[O:24])[S:11][C:12]=1[C:13]1[CH:18]=[CH:17][C:16](=[O:19])[N:15]([CH:20]([CH3:21])[CH3:22])[N:14]=1. (3) Given the reactants Br[C:2]1[C:3]([Cl:30])=[CH:4][C:5]([O:28][CH3:29])=[C:6]([N:8]2[C:17]3[C:12](=[CH:13][C:14]([S:18]([NH:21][C:22]4[CH:26]=[CH:25][O:24][N:23]=4)(=[O:20])=[O:19])=[CH:15][CH:16]=3)[CH:11]=[CH:10][C:9]2=[O:27])[CH:7]=1.[Cl:31][C:32]1[CH:33]=[C:34](B(O)O)[CH:35]=[C:36]([F:38])[CH:37]=1.C(=O)([O-])[O-].[K+].[K+].[Cl-].[NH4+], predict the reaction product. The product is: [Cl:31][C:32]1[CH:33]=[C:34]([C:2]2[C:3]([Cl:30])=[CH:4][C:5]([O:28][CH3:29])=[C:6]([N:8]3[C:17]4[C:12](=[CH:13][C:14]([S:18]([NH:21][C:22]5[CH:26]=[CH:25][O:24][N:23]=5)(=[O:20])=[O:19])=[CH:15][CH:16]=4)[CH:11]=[CH:10][C:9]3=[O:27])[CH:7]=2)[CH:35]=[C:36]([F:38])[CH:37]=1. (4) The product is: [Cl:1][C:2]1[C:20]([N+:26]([O-:28])=[O:27])=[CH:19][C:5]([C:6]([NH:8][C@H:9]2[CH2:14][CH2:13][C@H:12]([C:15]([F:18])([F:17])[F:16])[CH2:11][CH2:10]2)=[O:7])=[C:4]([O:21][CH2:22][CH:23]([F:24])[F:25])[N:3]=1. Given the reactants [Cl:1][C:2]1[CH:20]=[CH:19][C:5]([C:6]([NH:8][C@H:9]2[CH2:14][CH2:13][C@H:12]([C:15]([F:18])([F:17])[F:16])[CH2:11][CH2:10]2)=[O:7])=[C:4]([O:21][CH2:22][CH:23]([F:25])[F:24])[N:3]=1.[N+:26]([O-])([OH:28])=[O:27], predict the reaction product. (5) Given the reactants C(N(CC)CC)C.[NH2:8][CH:9]1[CH2:14][CH2:13][CH:12]([NH:15][C:16]2[N:21]=[C:20]([N:22]([CH3:35])[C:23]3[CH:28]=[CH:27][N:26]=[C:25]([C:29]4[CH:34]=[CH:33][CH:32]=[CH:31][CH:30]=4)[N:24]=3)[CH:19]=[CH:18][N:17]=2)[CH2:11][CH2:10]1.[C:36](OC(=O)C)(=[O:38])[CH3:37], predict the reaction product. The product is: [CH3:35][N:22]([C:23]1[CH:28]=[CH:27][N:26]=[C:25]([C:29]2[CH:34]=[CH:33][CH:32]=[CH:31][CH:30]=2)[N:24]=1)[C:20]1[CH:19]=[CH:18][N:17]=[C:16]([NH:15][CH:12]2[CH2:13][CH2:14][CH:9]([NH:8][C:36](=[O:38])[CH3:37])[CH2:10][CH2:11]2)[N:21]=1.